From a dataset of Forward reaction prediction with 1.9M reactions from USPTO patents (1976-2016). Predict the product of the given reaction. (1) Given the reactants C(O[C:9](=[O:40])[C@@H:10]([NH:32][C:33]([O:35][C:36]([CH3:39])([CH3:38])[CH3:37])=[O:34])[CH2:11][C:12]1[N:16]([CH2:17][C:18]2[CH:23]=[CH:22][C:21]([C:24]([CH3:27])([CH3:26])[CH3:25])=[CH:20][CH:19]=2)[C:15]2[CH:28]=[CH:29][CH:30]=[CH:31][C:14]=2[N:13]=1)C1C=CC=CC=1.CCN=C=NCCCN(C)C.Cl.[C:53]([O:72][NH2:73])([C:66]1[CH:71]=[CH:70][CH:69]=[CH:68][CH:67]=1)([C:60]1[CH:65]=[CH:64][CH:63]=[CH:62][CH:61]=1)[C:54]1[CH:59]=[CH:58][CH:57]=[CH:56][CH:55]=1, predict the reaction product. The product is: [C:36]([O:35][C:33]([NH:32][C@@H:10]([CH2:11][C:12]1[N:16]([CH2:17][C:18]2[CH:19]=[CH:20][C:21]([C:24]([CH3:25])([CH3:27])[CH3:26])=[CH:22][CH:23]=2)[C:15]2[CH:28]=[CH:29][CH:30]=[CH:31][C:14]=2[N:13]=1)[C:9]([NH:73][O:72][C:53]([C:54]1[CH:59]=[CH:58][CH:57]=[CH:56][CH:55]=1)([C:66]1[CH:67]=[CH:68][CH:69]=[CH:70][CH:71]=1)[C:60]1[CH:61]=[CH:62][CH:63]=[CH:64][CH:65]=1)=[O:40])=[O:34])([CH3:37])([CH3:38])[CH3:39]. (2) Given the reactants [Br:1][C:2]1[CH:10]=[CH:9][C:5]([C:6](Cl)=[O:7])=[CH:4][CH:3]=1.[CH:11]1([NH2:14])[CH2:13][CH2:12]1, predict the reaction product. The product is: [Br:1][C:2]1[CH:10]=[CH:9][C:5]([C:6]([NH:14][CH:11]2[CH2:13][CH2:12]2)=[O:7])=[CH:4][CH:3]=1. (3) Given the reactants [Br:1][C:2]1[CH:8]=[CH:7][C:6]([C:9]([F:12])([F:11])[F:10])=[CH:5][C:3]=1[NH2:4].N1C=CC=CC=1.[C:19](OC(=O)C)(=[O:21])[CH3:20], predict the reaction product. The product is: [C:19]([NH:4][C:3]1[CH:5]=[C:6]([C:9]([F:10])([F:11])[F:12])[CH:7]=[CH:8][C:2]=1[Br:1])(=[O:21])[CH3:20]. (4) Given the reactants [C:1]([C:3]1[CH:8]=[CH:7][C:6]([NH:9][C:10]([N:12]2[CH2:19][CH:18]3[CH2:20][CH:14]([CH2:15][NH:16][CH2:17]3)[CH2:13]2)=[O:11])=[CH:5][CH:4]=1)#[N:2].C([O-])([O-])=O.[K+].[K+].CC1C=CC(S(O[CH2:38][CH2:39][CH2:40][S:41]([CH2:44][CH3:45])(=[O:43])=[O:42])(=O)=O)=CC=1, predict the reaction product. The product is: [C:1]([C:3]1[CH:8]=[CH:7][C:6]([NH:9][C:10]([N:12]2[CH2:19][CH:18]3[CH2:20][CH:14]([CH2:15][N:16]([CH2:38][CH2:39][CH2:40][S:41]([CH2:44][CH3:45])(=[O:43])=[O:42])[CH2:17]3)[CH2:13]2)=[O:11])=[CH:5][CH:4]=1)#[N:2].